This data is from Forward reaction prediction with 1.9M reactions from USPTO patents (1976-2016). The task is: Predict the product of the given reaction. (1) Given the reactants Cl[C:2]1[N:7]=[C:6]([NH:8][C:9]2[CH:14]=[CH:13][CH:12]=[CH:11][C:10]=2[C:15]2[S:16][C:17]([CH3:20])=[N:18][N:19]=2)[C:5]([Cl:21])=[CH:4][N:3]=1.[NH2:22][C:23]1[CH:24]=[CH:25][C:26]2[N:32]([CH3:33])[C:31](=[O:34])[O:30][CH2:29][CH2:28][C:27]=2[CH:35]=1, predict the reaction product. The product is: [Cl:21][C:5]1[C:6]([NH:8][C:9]2[CH:14]=[CH:13][CH:12]=[CH:11][C:10]=2[C:15]2[S:16][C:17]([CH3:20])=[N:18][N:19]=2)=[N:7][C:2]([NH:22][C:23]2[CH:24]=[CH:25][C:26]3[N:32]([CH3:33])[C:31](=[O:34])[O:30][CH2:29][CH2:28][C:27]=3[CH:35]=2)=[N:3][CH:4]=1. (2) Given the reactants [C:1]([NH:9][C:10]([NH:12][C@@:13]1([C:21]2[S:22][CH:23]=[C:24]([Br:26])[CH:25]=2)[CH2:18][CH2:17][O:16][CH2:15][C@H:14]1[CH2:19]O)=[S:11])(=[O:8])[C:2]1[CH:7]=[CH:6][CH:5]=[CH:4][CH:3]=1, predict the reaction product. The product is: [Br:26][C:24]1[CH:25]=[C:21]([C@@:13]23[N:12]=[C:10]([NH:9][C:1](=[O:8])[C:2]4[CH:3]=[CH:4][CH:5]=[CH:6][CH:7]=4)[S:11][CH2:19][C@@H:14]2[CH2:15][O:16][CH2:17][CH2:18]3)[S:22][CH:23]=1.